Dataset: Catalyst prediction with 721,799 reactions and 888 catalyst types from USPTO. Task: Predict which catalyst facilitates the given reaction. (1) Reactant: [CH3:1][S:2]([C:4]1[S:12][C:11]2[C:6](=[N:7][CH:8]=[CH:9][C:10]=2[O:13][C:14]2[CH:19]=[CH:18][C:17]([NH2:20])=[CH:16][C:15]=2[F:21])[CH:5]=1)=[O:3].[C:22]1([CH2:28][C:29]([N:31]=[C:32]=[S:33])=[O:30])[CH:27]=[CH:26][CH:25]=[CH:24][CH:23]=1. Product: [CH3:1][S:2]([C:4]1[S:12][C:11]2[C:6](=[N:7][CH:8]=[CH:9][C:10]=2[O:13][C:14]2[CH:19]=[CH:18][C:17]([NH:20][C:32]([NH:31][C:29](=[O:30])[CH2:28][C:22]3[CH:23]=[CH:24][CH:25]=[CH:26][CH:27]=3)=[S:33])=[CH:16][C:15]=2[F:21])[CH:5]=1)=[O:3]. The catalyst class is: 1. (2) Product: [C:6]1(=[O:15])[C:7]2[C:12](=[CH:11][CH:10]=[CH:9][CH:8]=2)[C:13](=[O:14])[NH:5]1. Reactant: CNCC[N:5]1[C:13](=[O:14])[C:12]2[C:7](=[CH:8][CH:9]=[CH:10][CH:11]=2)[C:6]1=[O:15].C(=O)C1C=CC=NC=1.[Na].C(O)(=O)C.C([O-])(O)=O.[Na+]. The catalyst class is: 4. (3) Reactant: [NH2:1][C:2]1[N:10]=[CH:9][N:8]=[C:7]2[C:3]=1[N:4]([C:22]1[CH:27]=[CH:26][C:25]([O:28][C:29]3[CH:34]=[CH:33][CH:32]=[CH:31][CH:30]=3)=[CH:24][CH:23]=1)[C:5](=[O:21])[N:6]2[CH:11]1[CH2:15][CH2:14][N:13]([C:16](=[O:20])[CH2:17][C:18]#[N:19])[CH2:12]1.[CH3:35][C:36]([N:40]1[CH2:45][CH2:44][O:43][CH2:42][CH2:41]1)([CH3:39])[CH:37]=O.N1CCCCC1.C(OCC)(=O)C. Product: [NH2:1][C:2]1[N:10]=[CH:9][N:8]=[C:7]2[C:3]=1[N:4]([C:22]1[CH:27]=[CH:26][C:25]([O:28][C:29]3[CH:34]=[CH:33][CH:32]=[CH:31][CH:30]=3)=[CH:24][CH:23]=1)[C:5](=[O:21])[N:6]2[CH:11]1[CH2:15][CH2:14][N:13]([C:16]([C:17](=[CH:35][C:36]([CH3:39])([N:40]2[CH2:45][CH2:44][O:43][CH2:42][CH2:41]2)[CH3:37])[C:18]#[N:19])=[O:20])[CH2:12]1. The catalyst class is: 12. (4) Reactant: [NH2:1][C:2]1[CH:3]=[C:4]([CH:21]=[CH:22][C:23]=1[CH2:24][S:25]([CH3:28])(=[O:27])=[O:26])[C:5]([NH:7][C:8]1[CH:13]=[CH:12][C:11]([Cl:14])=[C:10]([C:15]2[CH:20]=[CH:19][CH:18]=[CH:17][N:16]=2)[CH:9]=1)=[O:6].[CH2:29]([N:31]([CH2:34][CH3:35])[CH2:32][CH3:33])[CH3:30].BrCC(Br)=[O:39].C(N(C(C)C)C(C)C)C.N1CCCC1. Product: [Cl:14][C:11]1[CH:12]=[CH:13][C:8]([NH:7][C:5](=[O:6])[C:4]2[CH:21]=[CH:22][C:23]([CH2:24][S:25]([CH3:28])(=[O:27])=[O:26])=[C:2]([NH:1][C:30](=[O:39])[CH2:29][N:31]3[CH2:34][CH2:35][CH2:33][CH2:32]3)[CH:3]=2)=[CH:9][C:10]=1[C:15]1[CH:20]=[CH:19][CH:18]=[CH:17][N:16]=1. The catalyst class is: 12.